From a dataset of CYP3A4 substrate classification data from Carbon-Mangels et al.. Regression/Classification. Given a drug SMILES string, predict its absorption, distribution, metabolism, or excretion properties. Task type varies by dataset: regression for continuous measurements (e.g., permeability, clearance, half-life) or binary classification for categorical outcomes (e.g., BBB penetration, CYP inhibition). Dataset: cyp3a4_substrate_carbonmangels. (1) The drug is CN(C)S(=O)(=O)CCNC(=O)N(CCCl)N=O. The result is 1 (substrate). (2) The drug is CC[C@H](C)C(=O)O[C@H]1CCC=C2C=C[C@H](C)[C@H](CC[C@@H]3C[C@@H](O)CC(=O)O3)[C@H]21. The result is 0 (non-substrate). (3) The drug is CNC(=O)Oc1cccc2ccccc12. The result is 1 (substrate). (4) The compound is C[C@]12CC[C@H]3[C@@H](CC[C@H]4NC(=O)C=C[C@]34C)[C@@H]1CC[C@@H]2C(=O)Nc1cc(C(F)(F)F)ccc1C(F)(F)F. The result is 1 (substrate). (5) The drug is CNCCC=C1c2ccccc2CCc2ccccc21. The result is 1 (substrate). (6) The drug is C[C@]12CC[C@H]3[C@H]([C@@H]1[C@@H]1C[C@@H]1[C@@]21CCC(=O)O1)[C@H]1C[C@H]1C1=CC(=O)CC[C@@]13C. The result is 1 (substrate).